From a dataset of Reaction yield outcomes from USPTO patents with 853,638 reactions. Predict the reaction yield, written as a fraction of the theoretical maximum amount of product (1.0 means a 100% yield; for example, 0.34 means a 34% yield). (1) The reactants are OO.O[Li].O.C([C@@H]1COC(=O)N1[C:19](=[O:37])[C@@H:20]([C:30]1[CH:35]=[CH:34][C:33]([Cl:36])=[CH:32][CH:31]=1)[CH2:21][NH:22][C:23](=[O:29])[O:24][C:25]([CH3:28])([CH3:27])[CH3:26])C1C=CC=CC=1.C[O:39]C1C=C(OC)C=CC=1C=O.[O-]S([O-])=O.[Na+].[Na+]. The catalyst is C1COCC1.O. The product is [C:25]([O:24][C:23]([NH:22][CH2:21][C@H:20]([C:30]1[CH:31]=[CH:32][C:33]([Cl:36])=[CH:34][CH:35]=1)[C:19]([OH:37])=[O:39])=[O:29])([CH3:26])([CH3:27])[CH3:28]. The yield is 0.942. (2) The reactants are C([O:8][CH:9]1[CH2:14][CH2:13][CH:12]([O:15][CH2:16][CH:17]([C:26]2[CH:31]=[CH:30][CH:29]=[CH:28][CH:27]=2)[O:18][Si:19]([C:22]([CH3:25])([CH3:24])[CH3:23])([CH3:21])[CH3:20])[CH:11]([F:32])[CH2:10]1)C1C=CC=CC=1.[H][H]. The catalyst is C(OCC)(=O)C.[Pd]. The product is [Si:19]([O:18][CH:17]([C:26]1[CH:27]=[CH:28][CH:29]=[CH:30][CH:31]=1)[CH2:16][O:15][CH:12]1[CH2:13][CH2:14][CH:9]([OH:8])[CH2:10][CH:11]1[F:32])([C:22]([CH3:25])([CH3:24])[CH3:23])([CH3:21])[CH3:20]. The yield is 0.930. (3) The yield is 0.960. The product is [Br:1][C:2]1[CH:14]=[C:13]2[C:5]([C:6]3[CH:7]=[C:8]([C:15]([O:17][CH2:18][CH3:19])=[O:16])[CH:9]=[CH:10][C:11]=3[NH:12]2)=[C:4]([C:20](=[O:23])[NH:21][CH3:22])[CH:3]=1. The catalyst is C1COCC1. The reactants are [Br:1][C:2]1[CH:14]=[C:13]2[C:5]([C:6]3[CH2:7][CH:8]([C:15]([O:17][CH2:18][CH3:19])=[O:16])[CH2:9][CH2:10][C:11]=3[NH:12]2)=[C:4]([C:20](=[O:23])[NH:21][CH3:22])[CH:3]=1.C(C1C(=O)C(Cl)=C(Cl)C(=O)C=1C#N)#N.